Dataset: NCI-60 drug combinations with 297,098 pairs across 59 cell lines. Task: Regression. Given two drug SMILES strings and cell line genomic features, predict the synergy score measuring deviation from expected non-interaction effect. (1) Synergy scores: CSS=0.701, Synergy_ZIP=-0.546, Synergy_Bliss=-0.324, Synergy_Loewe=-3.05, Synergy_HSA=-2.06. Drug 2: CCCCCOC(=O)NC1=NC(=O)N(C=C1F)C2C(C(C(O2)C)O)O. Cell line: EKVX. Drug 1: C1=NC2=C(N=C(N=C2N1C3C(C(C(O3)CO)O)O)F)N. (2) Drug 1: COC1=CC(=CC(=C1O)OC)C2C3C(COC3=O)C(C4=CC5=C(C=C24)OCO5)OC6C(C(C7C(O6)COC(O7)C8=CC=CS8)O)O. Drug 2: C1=CC(=CC=C1CC(C(=O)O)N)N(CCCl)CCCl.Cl. Cell line: OVCAR-5. Synergy scores: CSS=16.9, Synergy_ZIP=-4.20, Synergy_Bliss=5.46, Synergy_Loewe=-4.02, Synergy_HSA=3.26. (3) Cell line: HOP-92. Drug 2: C1CNP(=O)(OC1)N(CCCl)CCCl. Synergy scores: CSS=6.62, Synergy_ZIP=-3.44, Synergy_Bliss=-1.96, Synergy_Loewe=-4.96, Synergy_HSA=-1.47. Drug 1: CC1CCC2CC(C(=CC=CC=CC(CC(C(=O)C(C(C(=CC(C(=O)CC(OC(=O)C3CCCCN3C(=O)C(=O)C1(O2)O)C(C)CC4CCC(C(C4)OC)OCCO)C)C)O)OC)C)C)C)OC.